Regression. Given two drug SMILES strings and cell line genomic features, predict the synergy score measuring deviation from expected non-interaction effect. From a dataset of NCI-60 drug combinations with 297,098 pairs across 59 cell lines. (1) Drug 1: CS(=O)(=O)C1=CC(=C(C=C1)C(=O)NC2=CC(=C(C=C2)Cl)C3=CC=CC=N3)Cl. Drug 2: CC1=C(C=C(C=C1)NC(=O)C2=CC=C(C=C2)CN3CCN(CC3)C)NC4=NC=CC(=N4)C5=CN=CC=C5. Cell line: TK-10. Synergy scores: CSS=1.89, Synergy_ZIP=0.798, Synergy_Bliss=3.14, Synergy_Loewe=-1.27, Synergy_HSA=-1.09. (2) Drug 1: C1=CC(=C2C(=C1NCCNCCO)C(=O)C3=C(C=CC(=C3C2=O)O)O)NCCNCCO. Drug 2: C1CN1P(=S)(N2CC2)N3CC3. Synergy scores: CSS=29.9, Synergy_ZIP=-13.6, Synergy_Bliss=-10.9, Synergy_Loewe=-13.8, Synergy_HSA=-6.36. Cell line: UACC62.